Dataset: Full USPTO retrosynthesis dataset with 1.9M reactions from patents (1976-2016). Task: Predict the reactants needed to synthesize the given product. Given the product [CH2:9]([O:8][C:6](=[O:7])[CH:5]([NH:11][C:12]([C:14]1[CH:19]=[CH:18][C:17]([C:20]([OH:22])=[O:21])=[CH:16][N:15]=1)=[O:13])[C:4]([O:3][CH2:1][CH3:2])=[O:30])[CH3:10], predict the reactants needed to synthesize it. The reactants are: [CH2:1]([O:3][C:4](=[O:30])[CH:5]([NH:11][C:12]([C:14]1[CH:19]=[CH:18][C:17]([C:20]([O:22]CC2C=CC=CC=2)=[O:21])=[CH:16][N:15]=1)=[O:13])[C:6]([O:8][CH2:9][CH3:10])=[O:7])[CH3:2].